From a dataset of Full USPTO retrosynthesis dataset with 1.9M reactions from patents (1976-2016). Predict the reactants needed to synthesize the given product. (1) The reactants are: [Si]([O:8][C@@H:9]1[C:13](=[O:14])[CH2:12][N:11]([C:15](=[O:44])[CH2:16][CH2:17][O:18][C:19]2[CH:43]=[CH:42][C:22]([CH2:23][NH:24][C:25]([C:27]3[CH:41]=[CH:40][C:30]([CH2:31][NH:32]C(=O)OC(C)(C)C)=[CH:29][CH:28]=3)=[O:26])=[CH:21][CH:20]=2)[CH2:10]1)(C(C)(C)C)(C)C.[ClH:45]. Given the product [ClH:45].[NH2:32][CH2:31][C:30]1[CH:40]=[CH:41][C:27]([C:25]([NH:24][CH2:23][C:22]2[CH:21]=[CH:20][C:19]([O:18][CH2:17][CH2:16][C:15]([N:11]3[CH2:10][C:9](=[O:8])[C@@H:13]([OH:14])[CH2:12]3)=[O:44])=[CH:43][CH:42]=2)=[O:26])=[CH:28][CH:29]=1, predict the reactants needed to synthesize it. (2) Given the product [Br:13][CH2:6][C:5]1[S:1][C:2]2[CH:11]=[CH:10][CH:9]=[CH:8][C:3]=2[CH:4]=1, predict the reactants needed to synthesize it. The reactants are: [S:1]1[C:5]([CH2:6]O)=[CH:4][C:3]2[CH:8]=[CH:9][CH:10]=[CH:11][C:2]1=2.C(Br)(Br)(Br)[Br:13].C1C=CC(P(C2C=CC=CC=2)C2C=CC=CC=2)=CC=1. (3) Given the product [C:43]([O:42][C:41]([NH:40][C:36]1[CH:35]=[C:34]([C:2]#[C:1][C:3]2[N:7]3[CH:8]=[C:9]([C:12]4[CH:13]=[CH:14][C:15]([C:16]([N:18]5[CH2:23][CH2:22][N:21]([C:24]([O:26][C:27]([CH3:28])([CH3:29])[CH3:30])=[O:25])[CH2:20][CH2:19]5)=[O:17])=[CH:31][CH:32]=4)[CH:10]=[CH:11][C:6]3=[N:5][CH:4]=2)[CH:39]=[CH:38][N:37]=1)=[O:47])([CH3:46])([CH3:44])[CH3:45], predict the reactants needed to synthesize it. The reactants are: [C:1]([C:3]1[N:7]2[CH:8]=[C:9]([C:12]3[CH:32]=[CH:31][C:15]([C:16]([N:18]4[CH2:23][CH2:22][N:21]([C:24]([O:26][C:27]([CH3:30])([CH3:29])[CH3:28])=[O:25])[CH2:20][CH2:19]4)=[O:17])=[CH:14][CH:13]=3)[CH:10]=[CH:11][C:6]2=[N:5][CH:4]=1)#[CH:2].Br[C:34]1[CH:39]=[CH:38][N:37]=[C:36]([NH:40][C:41](=[O:47])[O:42][C:43]([CH3:46])([CH3:45])[CH3:44])[CH:35]=1.